This data is from Catalyst prediction with 721,799 reactions and 888 catalyst types from USPTO. The task is: Predict which catalyst facilitates the given reaction. (1) Reactant: [NH2:1][C:2]1[S:3][C:4]([CH3:10])=[CH:5][C:6]=1[C:7]([NH2:9])=[O:8].[F:11][C:12]([F:23])([C:16]1[CH:21]=[CH:20][C:19]([F:22])=[CH:18][CH:17]=1)[C:13](O)=[O:14].CN(C(ON1N=NC2C=CC=NC1=2)=[N+](C)C)C.F[P-](F)(F)(F)(F)F.C(N(C(C)C)CC)(C)C. Product: [F:23][C:12]([F:11])([C:16]1[CH:21]=[CH:20][C:19]([F:22])=[CH:18][CH:17]=1)[C:13]([NH:1][C:2]1[S:3][C:4]([CH3:10])=[CH:5][C:6]=1[C:7]([NH2:9])=[O:8])=[O:14]. The catalyst class is: 18. (2) Reactant: [C:1]([O:5][C:6]([NH:8][CH2:9][C:10]1[CH:18]=[CH:17][C:13]([C:14]([OH:16])=O)=[CH:12][CH:11]=1)=[O:7])([CH3:4])([CH3:3])[CH3:2].ON1C2C=CC=CC=2N=N1.Cl.C(N=C=NCCCN(C)C)C.[CH2:41]([O:48][C:49]1[CH:50]=[C:51]2[C:56](=[CH:57][CH:58]=1)[CH:55]=[C:54]([C:59]1[N:64]=[C:63]([NH:65][C:66]3[CH:71]=[CH:70][C:69]([NH2:72])=[CH:68][CH:67]=3)[N:62]3[N:73]=[CH:74][CH:75]=[C:61]3[CH:60]=1)[CH:53]=[CH:52]2)[C:42]1[CH:47]=[CH:46][CH:45]=[CH:44][CH:43]=1. Product: [C:1]([O:5][C:6](=[O:7])[NH:8][CH2:9][C:10]1[CH:11]=[CH:12][C:13]([C:14](=[O:16])[NH:72][C:69]2[CH:70]=[CH:71][C:66]([NH:65][C:63]3[N:62]4[N:73]=[CH:74][CH:75]=[C:61]4[CH:60]=[C:59]([C:54]4[CH:53]=[CH:52][C:51]5[C:56](=[CH:57][CH:58]=[C:49]([O:48][CH2:41][C:42]6[CH:43]=[CH:44][CH:45]=[CH:46][CH:47]=6)[CH:50]=5)[CH:55]=4)[N:64]=3)=[CH:67][CH:68]=2)=[CH:17][CH:18]=1)([CH3:2])([CH3:3])[CH3:4]. The catalyst class is: 338. (3) Reactant: [Br:1][C:2]1[CH:7]=[CH:6][N:5]=[C:4]2[NH:8][CH:9]=[CH:10][C:3]=12.[H-].[Na+].Cl[Si:14]([CH:21]([CH3:23])[CH3:22])([CH:18]([CH3:20])[CH3:19])[CH:15]([CH3:17])[CH3:16].[Cl-].[NH4+]. Product: [Br:1][C:2]1[CH:7]=[CH:6][N:5]=[C:4]2[N:8]([Si:14]([CH:21]([CH3:23])[CH3:22])([CH:18]([CH3:20])[CH3:19])[CH:15]([CH3:17])[CH3:16])[CH:9]=[CH:10][C:3]=12. The catalyst class is: 1. (4) Reactant: [C@H:1]12[CH2:7][C@H:4]([CH2:5][CH2:6]1)[CH2:3][C@@H:2]2O.[C:9]1(=[O:19])[NH:13][C:12](=[O:14])[C:11]2=[CH:15][CH:16]=[CH:17][CH:18]=[C:10]12.C1(P(C2C=CC=CC=2)C2C=CC=CC=2)C=CC=CC=1.CCOC(/N=N/C(OCC)=O)=O. Product: [C@H:1]12[CH2:7][C@H:4]([CH2:5][CH2:6]1)[CH2:3][C@H:2]2[N:13]1[C:9](=[O:19])[C:10]2[C:11](=[CH:15][CH:16]=[CH:17][CH:18]=2)[C:12]1=[O:14]. The catalyst class is: 7. (5) Reactant: [Cl:1][C:2]1[S:6][C:5]([C:7]2[C:11]([C:12]3[CH:17]=[CH:16][N:15]=[CH:14][CH:13]=3)=[CH:10][NH:9][N:8]=2)=[CH:4][CH:3]=1.I[CH:19]([CH3:21])[CH3:20].C(=O)([O-])[O-].[Cs+].[Cs+]. Product: [CH:19]([N:9]1[CH:10]=[C:11]([C:12]2[CH:17]=[CH:16][N:15]=[CH:14][CH:13]=2)[C:7]([C:5]2[S:6][C:2]([Cl:1])=[CH:3][CH:4]=2)=[N:8]1)([CH3:21])[CH3:20].[CH:19]([N:8]1[C:7]([C:5]2[S:6][C:2]([Cl:1])=[CH:3][CH:4]=2)=[C:11]([C:12]2[CH:17]=[CH:16][N:15]=[CH:14][CH:13]=2)[CH:10]=[N:9]1)([CH3:21])[CH3:20]. The catalyst class is: 9. (6) Reactant: [CH3:1][Si:2]([CH3:15])([CH3:14])[CH2:3][CH2:4][O:5][CH2:6][N:7]1[CH:11]=[CH:10][C:9]([CH2:12][OH:13])=[N:8]1. Product: [CH3:1][Si:2]([CH3:15])([CH3:14])[CH2:3][CH2:4][O:5][CH2:6][N:7]1[CH:11]=[CH:10][C:9]([CH:12]=[O:13])=[N:8]1. The catalyst class is: 725. (7) Reactant: [CH3:1][O:2][C:3]1[CH:4]=[CH:5][C:6]2[NH:12][C:11](=[O:13])[N:10]([CH:14]3[CH2:19][CH2:18][NH:17][CH2:16][CH2:15]3)[CH2:9][CH2:8][C:7]=2[CH:20]=1.Cl[C:22]1[N:27]=[CH:26][N:25]=[C:24]([NH:28][C:29]2[CH:30]=[C:31]([CH3:39])[C:32]3[O:36][C:35]([CH3:37])=[N:34][C:33]=3[CH:38]=2)[CH:23]=1.CCN(C(C)C)C(C)C. Product: [CH3:37][C:35]1[O:36][C:32]2[C:31]([CH3:39])=[CH:30][C:29]([NH:28][C:24]3[N:25]=[CH:26][N:27]=[C:22]([N:17]4[CH2:18][CH2:19][CH:14]([N:10]5[CH2:9][CH2:8][C:7]6[CH:20]=[C:3]([O:2][CH3:1])[CH:4]=[CH:5][C:6]=6[NH:12][C:11]5=[O:13])[CH2:15][CH2:16]4)[CH:23]=3)=[CH:38][C:33]=2[N:34]=1. The catalyst class is: 3.